This data is from Catalyst prediction with 721,799 reactions and 888 catalyst types from USPTO. The task is: Predict which catalyst facilitates the given reaction. Reactant: [CH2:1]([O:3][C:4]([C:6]1[C:7]2[C:15]([CH3:16])=[N:14][NH:13][C:8]=2[N:9]=[C:10](O)[CH:11]=1)=[O:5])[CH3:2].P(Cl)(Cl)([Cl:19])=O.N12CCCN=C1CCCCC2.C([O-])(=O)C.[K+]. Product: [CH2:1]([O:3][C:4]([C:6]1[C:7]2[C:15]([CH3:16])=[N:14][NH:13][C:8]=2[N:9]=[C:10]([Cl:19])[CH:11]=1)=[O:5])[CH3:2]. The catalyst class is: 93.